Dataset: Reaction yield outcomes from USPTO patents with 853,638 reactions. Task: Predict the reaction yield, written as a fraction of the theoretical maximum amount of product (1.0 means a 100% yield; for example, 0.34 means a 34% yield). (1) The reactants are Br[C:2]1[CH:7]=[CH:6][C:5]([C:8]2[CH2:12][C:11]([C:14]3[CH:19]=[C:18]([Cl:20])[CH:17]=[C:16]([Cl:21])[CH:15]=3)([CH3:13])[S:10][N:9]=2)=[CH:4][C:3]=1[CH3:22].C[C:24]([O-:26])=[O:25].[Na+].N#N.[C]=O.CO.[CH2:34]1COCC1. The catalyst is C1C=CC(P(C2C=CC=CC=2)[C-]2C=CC=C2)=CC=1.C1C=CC(P(C2C=CC=CC=2)[C-]2C=CC=C2)=CC=1.Cl[Pd]Cl.[Fe+2].CC([O-])=O.CC([O-])=O.[Pd+2]. The product is [Cl:21][C:16]1[CH:15]=[C:14]([C:11]2([CH3:13])[S:10][N:9]=[C:8]([C:5]3[CH:6]=[CH:7][C:2]([C:24]([O:26][CH3:34])=[O:25])=[C:3]([CH3:22])[CH:4]=3)[CH2:12]2)[CH:19]=[C:18]([Cl:20])[CH:17]=1. The yield is 0.890. (2) The reactants are CC1(C)C(C)(C)OB([C:9]2[CH:17]=[CH:16][CH:15]=[C:14]3[C:10]=2[CH2:11][N:12]([C:18]([O:20][C:21]([CH3:24])([CH3:23])[CH3:22])=[O:19])[CH2:13]3)O1.[NH4+].[Cl-].C1C[O:31]CC1. The catalyst is O.OO. The product is [OH:31][C:9]1[CH:17]=[CH:16][CH:15]=[C:14]2[C:10]=1[CH2:11][N:12]([C:18]([O:20][C:21]([CH3:24])([CH3:23])[CH3:22])=[O:19])[CH2:13]2. The yield is 0.979. (3) The reactants are [C:1]([O:5][C:6]([N:8]1[CH2:13][CH2:12][CH2:11][C@@H:10]([N:14]2[C:18]3[CH:19]=[CH:20][CH:21]=[CH:22][C:17]=3[N:16]=[C:15]2[C@@H:23]([NH:25]C(OCC2C=CC=CC=2)=O)[CH3:24])[CH2:9]1)=[O:7])([CH3:4])([CH3:3])[CH3:2].CC(O)=O. The catalyst is CCOC(C)=O. The product is [C:1]([O:5][C:6]([N:8]1[CH2:13][CH2:12][CH2:11][C@@H:10]([N:14]2[C:18]3[CH:19]=[CH:20][CH:21]=[CH:22][C:17]=3[N:16]=[C:15]2[C@@H:23]([NH2:25])[CH3:24])[CH2:9]1)=[O:7])([CH3:4])([CH3:2])[CH3:3]. The yield is 0.830.